Dataset: Forward reaction prediction with 1.9M reactions from USPTO patents (1976-2016). Task: Predict the product of the given reaction. (1) Given the reactants [N+:1]([O-:4])(O)=[O:2].S(=O)(=O)(O)O.[F:10][C:11]1[C:19]([F:20])=[C:18]([F:21])[CH:17]=[CH:16][C:12]=1[C:13]([OH:15])=[O:14], predict the reaction product. The product is: [F:10][C:11]1[C:19]([F:20])=[C:18]([F:21])[C:17]([N+:1]([O-:4])=[O:2])=[CH:16][C:12]=1[C:13]([OH:15])=[O:14]. (2) Given the reactants [F:1][C:2]1[CH:3]=[C:4]([CH:10]=[C:11]([F:13])[CH:12]=1)[C@H:5]([OH:9])[C:6]([OH:8])=O.Cl.[NH2:15][C@H:16]([C:20]([NH:22][N:23]1[C:29](=[O:30])[CH:28]([CH2:31][CH2:32][CH2:33][CH2:34][C:35]2[CH:40]=[CH:39][CH:38]=[CH:37][CH:36]=2)[C:27]2[CH:41]=[CH:42][CH:43]=[CH:44][C:26]=2[C:25]2[CH:45]=[CH:46][CH:47]=[CH:48][C:24]1=2)=[O:21])[CH:17]([CH3:19])[CH3:18], predict the reaction product. The product is: [F:13][C:11]1[CH:10]=[C:4]([CH:3]=[C:2]([F:1])[CH:12]=1)[C@H:5]([OH:9])[C:6]([NH:15][C@H:16]([C:20]([NH:22][N:23]1[C:29](=[O:30])[CH:28]([CH2:31][CH2:32][CH2:33][CH2:34][C:35]2[CH:36]=[CH:37][CH:38]=[CH:39][CH:40]=2)[C:27]2[CH:41]=[CH:42][CH:43]=[CH:44][C:26]=2[C:25]2[CH:45]=[CH:46][CH:47]=[CH:48][C:24]1=2)=[O:21])[CH:17]([CH3:19])[CH3:18])=[O:8]. (3) The product is: [Br:1][C:2]1[CH:3]=[C:4]([I:13])[C:5]2[O:9][CH2:8][C:7]([CH3:10])([CH3:11])[C:6]=2[CH:12]=1. Given the reactants [Br:1][C:2]1[CH:3]=[CH:4][C:5]2[O:9][CH2:8][C:7]([CH3:11])([CH3:10])[C:6]=2[CH:12]=1.[I:13]Cl.[OH-].[Na+].C([O-])([O-])=O.[Na+].[Na+], predict the reaction product.